This data is from Reaction yield outcomes from USPTO patents with 853,638 reactions. The task is: Predict the reaction yield, written as a fraction of the theoretical maximum amount of product (1.0 means a 100% yield; for example, 0.34 means a 34% yield). (1) The reactants are [N+]([C:4]1[CH:14]=[CH:13][C:7]([O:8][CH2:9][C:10]([OH:12])=O)=[CH:6][CH:5]=1)([O-])=O.[NH2:15][C:16]1[CH:17]=[C:18]([CH:22]=[CH:23][CH:24]=1)[C:19]([NH2:21])=[O:20].C1C=C[C:28]2N(O)N=N[C:29]=2[CH:30]=1.[CH3:35]CN(C(C)C)C(C)C.C(Cl)CCl. The catalyst is CN(C=O)C.CO. The product is [C:29]([C:4]1[CH:5]=[CH:6][C:7]([O:8][CH2:9][C:10]([NH:15][C:16]2[CH:17]=[C:18]([CH:22]=[CH:23][CH:24]=2)[C:19]([NH2:21])=[O:20])=[O:12])=[CH:13][CH:14]=1)([CH3:28])([CH3:30])[CH3:35]. The yield is 0.810. (2) The reactants are C([O:3][P:4]([CH2:9][CH2:10][N:11]1[CH2:16][CH2:15][N:14]([CH2:17][C:18]2[CH:23]=[CH:22][C:21]([C:24](=[O:46])[NH:25][C:26]3[CH:31]=[CH:30][C:29]([CH3:32])=[C:28]([NH:33][C:34]4[N:39]=[C:38]([C:40]5[CH:41]=[N:42][CH:43]=[CH:44][CH:45]=5)[CH:37]=[CH:36][N:35]=4)[CH:27]=3)=[CH:20][CH:19]=2)[CH2:13][CH2:12]1)(=[O:8])[O:5]CC)C.C[Si](Br)(C)C. The catalyst is CN(C=O)C. The product is [CH3:32][C:29]1[CH:30]=[CH:31][C:26]([NH:25][C:24]([C:21]2[CH:20]=[CH:19][C:18]([CH2:17][N:14]3[CH2:13][CH2:12][N:11]([CH2:10][CH2:9][P:4](=[O:3])([OH:5])[OH:8])[CH2:16][CH2:15]3)=[CH:23][CH:22]=2)=[O:46])=[CH:27][C:28]=1[NH:33][C:34]1[N:39]=[C:38]([C:40]2[CH:41]=[N:42][CH:43]=[CH:44][CH:45]=2)[CH:37]=[CH:36][N:35]=1. The yield is 0.500. (3) The reactants are Cl[C:2]1[N:10]=[CH:9][N:8]=[C:7]2[C:3]=1[N:4]=[CH:5][NH:6]2.[NH2:11][CH:12]1[CH2:17][CH2:16][CH2:15][CH:14]([NH:18][C:19](=[O:30])[C:20]2[CH:25]=[CH:24][C:23]([C:26]([CH3:29])([CH3:28])[CH3:27])=[CH:22][CH:21]=2)[CH2:13]1.C(N(C(C)C)CC)(C)C. The catalyst is CN1C(=O)CCC1.O. The product is [C:26]([C:23]1[CH:24]=[CH:25][C:20]([C:19]([NH:18][CH:14]2[CH2:15][CH2:16][CH2:17][CH:12]([NH:11][C:2]3[N:10]=[CH:9][N:8]=[C:7]4[C:3]=3[NH:4][CH:5]=[N:6]4)[CH2:13]2)=[O:30])=[CH:21][CH:22]=1)([CH3:29])([CH3:27])[CH3:28]. The yield is 0.150. (4) The reactants are OC[CH2:3][NH:4][C:5]1[C:14]([N+:15]([O-:17])=[O:16])=[CH:13][CH:12]=[CH:11][C:6]=1[C:7]([O:9][CH3:10])=[O:8].Cl. The catalyst is C1COCC1.O. The product is [N+:15]([C:14]1[C:5]2[NH:4][CH2:3][CH2:10][O:9][C:7](=[O:8])[C:6]=2[CH:11]=[CH:12][CH:13]=1)([O-:17])=[O:16]. The yield is 0.600. (5) The reactants are Br.Br[CH2:3][C:4]([C:6]1[CH:11]=[CH:10][N:9]=[CH:8][CH:7]=1)=O.[CH2:12]([NH:14][C:15]([NH2:17])=[S:16])[CH3:13]. The catalyst is C(O)C. The product is [CH2:12]([NH:14][C:15]1[S:16][CH:3]=[C:4]([C:6]2[CH:11]=[CH:10][N:9]=[CH:8][CH:7]=2)[N:17]=1)[CH3:13]. The yield is 0.560. (6) The yield is 0.790. The reactants are [Br:1][C:2]1[C:3](=[O:8])[NH:4][CH:5]=[CH:6][CH:7]=1.[C:9](=O)([O-])[O-].[K+].[K+].IC. The catalyst is COCCOC. The product is [Br:1][C:2]1[C:3](=[O:8])[N:4]([CH3:9])[CH:5]=[CH:6][CH:7]=1. (7) The reactants are [CH3:1][O:2][C:3]([C:5]1[CH:10]=[CH:9][C:8]([N:11]2[CH:15]=[CH:14][N:13]=[CH:12]2)=[CH:7][CH:6]=1)=[O:4].[CH3:16][I:17]. The yield is 0.590. The product is [I-:17].[CH3:1][O:2][C:3]([C:5]1[CH:6]=[CH:7][C:8]([N+:11]2[CH:15]=[CH:14][N:13]([CH3:16])[CH:12]=2)=[CH:9][CH:10]=1)=[O:4]. The catalyst is C1COCC1.CO. (8) The yield is 0.444. The catalyst is CN(C)C1C=CN=CC=1.N1C=CC=CC=1. The product is [Si:27]([O:34][C:35]1[CH:36]=[CH:37][C:38]([CH2:41][C:42]([NH:21][C:18]2[C:17]([C:22]3[S:23][CH:24]=[CH:25][CH:26]=3)=[N:16][C:15]([C:12]3[CH:11]=[CH:10][C:9]([O:8][Si:1]([C:4]([CH3:7])([CH3:5])[CH3:6])([CH3:2])[CH3:3])=[CH:14][CH:13]=3)=[CH:20][N:19]=2)=[O:43])=[CH:39][CH:40]=1)([C:30]([CH3:33])([CH3:32])[CH3:31])([CH3:29])[CH3:28]. The reactants are [Si:1]([O:8][C:9]1[CH:14]=[CH:13][C:12]([C:15]2[N:16]=[C:17]([C:22]3[S:23][CH:24]=[CH:25][CH:26]=3)[C:18]([NH2:21])=[N:19][CH:20]=2)=[CH:11][CH:10]=1)([C:4]([CH3:7])([CH3:6])[CH3:5])([CH3:3])[CH3:2].[Si:27]([O:34][C:35]1[CH:40]=[CH:39][C:38]([CH2:41][C:42](Cl)=[O:43])=[CH:37][CH:36]=1)([C:30]([CH3:33])([CH3:32])[CH3:31])([CH3:29])[CH3:28].O. (9) The reactants are Br[CH2:2][CH2:3][CH2:4][CH2:5][CH2:6][CH2:7][CH2:8][C:9]([OH:11])=[O:10].[CH2:12]([SH:19])[CH2:13][CH2:14][CH2:15][CH2:16][CH2:17][CH3:18].Cl. The catalyst is [OH-].[Na+]. The product is [CH2:12]([S:19][CH2:2][CH2:3][CH2:4][CH2:5][CH2:6][CH2:7][CH2:8][C:9]([OH:11])=[O:10])[CH2:13][CH2:14][CH2:15][CH2:16][CH2:17][CH3:18]. The yield is 0.980. (10) The reactants are O.[NH2:2][NH2:3].[CH3:4][C:5]([CH3:12])([CH3:11])[C:6](=O)[CH2:7][C:8]#[N:9]. The catalyst is CCO. The product is [C:5]([C:6]1[CH:7]=[C:8]([NH2:9])[N:3]([CH2:4][CH2:5][CH2:6][CH2:7][CH3:8])[N:2]=1)([CH3:12])([CH3:11])[CH3:4]. The yield is 0.880.